From a dataset of Full USPTO retrosynthesis dataset with 1.9M reactions from patents (1976-2016). Predict the reactants needed to synthesize the given product. (1) Given the product [Cl:14][C:15]1[C:20]([C:21]#[N:22])=[CH:19][N:18]=[CH:11][C:10]=1[C:5]1[CH:6]=[CH:7][CH:8]=[CH:9][C:4]=1[N+:1]([O-:3])=[O:2], predict the reactants needed to synthesize it. The reactants are: [N+:1]([C:4]1[CH:9]=[CH:8][CH:7]=[CH:6][C:5]=1[CH2:10][C:11](O)=O)([O-:3])=[O:2].[Cl:14][C:15]1[C:20]([C:21]#[N:22])=[CH:19][N:18]=CC=1C1C=CC=C([N+]([O-])=O)C=1. (2) Given the product [F:10][C:4]1[CH:3]=[C:2]([C:20]#[N:21])[CH:9]=[CH:8][C:5]=1[C:6]#[N:7], predict the reactants needed to synthesize it. The reactants are: Br[C:2]1[CH:9]=[CH:8][C:5]([C:6]#[N:7])=[C:4]([F:10])[CH:3]=1.C1(C)C=CC=CC=1.[Cl-].[NH4+].[CH3:20][N:21](C=O)C. (3) Given the product [N:23]([CH2:16][C@@H:14]1[C@@H:13]([OH:22])[CH2:12][N:11]([C:9]([O:8][CH2:1][C:2]2[CH:7]=[CH:6][CH:5]=[CH:4][CH:3]=2)=[O:10])[CH2:15]1)=[N+:24]=[N-:25], predict the reactants needed to synthesize it. The reactants are: [CH2:1]([O:8][C:9]([N:11]1[CH2:15][C@H:14]([CH2:16]OS(C)(=O)=O)[C@@H:13]([OH:22])[CH2:12]1)=[O:10])[C:2]1[CH:7]=[CH:6][CH:5]=[CH:4][CH:3]=1.[N-:23]=[N+:24]=[N-:25].[Na+]. (4) Given the product [CH2:1]([O:3][C:4](=[O:32])[C:5]([CH2:6][CH3:65])([C:10]1[CH:11]=[C:12]([C:22]2[CH:27]=[CH:26][C:25]([C:28]([F:29])([F:31])[F:30])=[CH:24][CH:23]=2)[CH:13]=[C:14]([CH:16]2[CH2:21][CH2:20][NH:19][CH2:18][CH2:17]2)[CH:15]=1)[CH2:36][CH2:37][CH3:38])[CH3:2], predict the reactants needed to synthesize it. The reactants are: [CH2:1]([O:3][C:4](=[O:32])[CH:5]([C:10]1[CH:11]=[C:12]([C:22]2[CH:27]=[CH:26][C:25]([C:28]([F:31])([F:30])[F:29])=[CH:24][CH:23]=2)[CH:13]=[C:14]([C:16]2[CH:21]=[CH:20][N:19]=[CH:18][CH:17]=2)[CH:15]=1)[CH2:6]C(C)C)[CH3:2].Cl.CO[C:36](=O)[CH:37](C1C=C(C2C=CC(C(F)(F)F)=CC=2)C=C(C2CCNCC2)C=1)[CH2:38]C(C)C.[CH2:65](OC(=O)C(C1C=C(C2C=CC(C(F)(F)F)=CC=2)C=C(C2CCNCC2)C=1)CC(C)C)C. (5) Given the product [C:1]([O:5][C:6](=[O:32])[N:7]([C:8]1[CH:13]=[CH:12][C:11]([C:14](=[O:30])[NH:15][CH2:16][C:17]2[S:18][C:19]([O:22][C:23]3[CH:28]=[CH:27][CH:26]=[C:25]([F:29])[CH:24]=3)=[CH:20][CH:21]=2)=[C:10]([NH2:31])[N:9]=1)[CH3:34])([CH3:4])([CH3:2])[CH3:3], predict the reactants needed to synthesize it. The reactants are: [C:1]([O:5][C:6](=[O:32])[NH:7][C:8]1[CH:13]=[CH:12][C:11]([C:14](=[O:30])[NH:15][CH2:16][C:17]2[S:18][C:19]([O:22][C:23]3[CH:28]=[CH:27][CH:26]=[C:25]([F:29])[CH:24]=3)=[CH:20][CH:21]=2)=[C:10]([NH2:31])[N:9]=1)([CH3:4])([CH3:3])[CH3:2].N[C:34]1N=C(N)C=CC=1C(O)=O.CI.[H-].[Na+]. (6) Given the product [Cl:1][C:2]1[CH:3]=[C:4]([O:31][CH2:32][C:33]2[C:34]([F:40])=[CH:35][CH:36]=[CH:37][C:38]=2[F:39])[C:5]2[N:6]([C:8]([C:12]([NH:14][CH:15]3[C:23]4[C:18](=[CH:19][CH:20]=[CH:21][CH:22]=4)[NH:17][CH2:16]3)=[O:13])=[C:9]([CH3:11])[N:10]=2)[CH:7]=1, predict the reactants needed to synthesize it. The reactants are: [Cl:1][C:2]1[CH:3]=[C:4]([O:31][CH2:32][C:33]2[C:38]([F:39])=[CH:37][CH:36]=[CH:35][C:34]=2[F:40])[C:5]2[N:6]([C:8]([C:12]([NH:14][CH:15]3[C:23]4[C:18](=[CH:19][CH:20]=[CH:21][CH:22]=4)[N:17](C(OC(C)(C)C)=O)[CH2:16]3)=[O:13])=[C:9]([CH3:11])[N:10]=2)[CH:7]=1.Cl. (7) Given the product [Cl:1][C:2]1[CH:3]=[CH:4][C:5]([CH:8]2[CH2:9][CH2:10][CH:11]([C:14]([NH:29][C:30]3[CH:31]=[CH:32][C:33]4[S:37][C:36]([CH3:38])=[N:35][C:34]=4[CH:39]=3)=[O:16])[CH2:12][CH2:13]2)=[CH:6][CH:7]=1, predict the reactants needed to synthesize it. The reactants are: [Cl:1][C:2]1[CH:7]=[CH:6][C:5]([CH:8]2[CH2:13][CH2:12][CH:11]([C:14]([OH:16])=O)[CH2:10][CH2:9]2)=[CH:4][CH:3]=1.C(Cl)(=O)C(Cl)=O.N1C=CC=CC=1.[NH2:29][C:30]1[CH:31]=[CH:32][C:33]2[S:37][C:36]([CH3:38])=[N:35][C:34]=2[CH:39]=1.